From a dataset of Reaction yield outcomes from USPTO patents with 853,638 reactions. Predict the reaction yield, written as a fraction of the theoretical maximum amount of product (1.0 means a 100% yield; for example, 0.34 means a 34% yield). (1) The reactants are Cl.[NH:2]([C:4]1[C:5]([O:12][CH3:13])=[N:6][C:7]([O:10][CH3:11])=[N:8][CH:9]=1)[NH2:3].CC([O-])=O.[Na+].S(=O)(=O)(O)N.[Cl:24][C:25]1[CH:30]=[CH:29][C:28]([CH:31]2[N:35]([C:36]3[CH:41]=[C:40]([CH3:42])[C:39](=[O:43])[N:38]([CH3:44])[CH:37]=3)[C:34](=[O:45])[C:33](=O)[CH:32]2[C:47](=O)[CH2:48][CH3:49])=[CH:27][CH:26]=1.C([O-])(O)=O.[Na+]. The catalyst is CO. The product is [Cl:24][C:25]1[CH:30]=[CH:29][C:28]([CH:31]2[C:32]3[C:47]([CH2:48][CH3:49])=[N:3][N:2]([C:4]4[C:5]([O:12][CH3:13])=[N:6][C:7]([O:10][CH3:11])=[N:8][CH:9]=4)[C:33]=3[C:34](=[O:45])[N:35]2[C:36]2[CH:41]=[C:40]([CH3:42])[C:39](=[O:43])[N:38]([CH3:44])[CH:37]=2)=[CH:27][CH:26]=1. The yield is 0.250. (2) The reactants are [CH2:1]([O:8][CH2:9][N:10]1[C:18]2[C:17]([O:19][CH3:20])=[N:16][CH:15]=[N:14][C:13]=2[C:12]([C@H:21]2[C@H:25]([OH:26])[C@H:24]([OH:27])[C@@H:23]([CH2:28][OH:29])[N:22]2[C:30]([O:32][C:33]([CH3:36])([CH3:35])[CH3:34])=[O:31])=[CH:11]1)[C:2]1[CH:7]=[CH:6][CH:5]=[CH:4][CH:3]=1.N1C=CN=C1.Cl[Si:43]([CH:56]([CH3:58])[CH3:57])([CH:53]([CH3:55])[CH3:54])[O:44][Si:45](Cl)([CH:49]([CH3:51])[CH3:50])[CH:46]([CH3:48])[CH3:47]. The catalyst is CN(C=O)C.C(OCC)(=O)C. The product is [CH2:1]([O:8][CH2:9][N:10]1[C:18]2[C:17]([O:19][CH3:20])=[N:16][CH:15]=[N:14][C:13]=2[C:12]([C@@H:21]2[N:22]([C:30]([O:32][C:33]([CH3:36])([CH3:35])[CH3:34])=[O:31])[C@@H:23]3[CH2:28][O:29][Si:43]([CH:53]([CH3:55])[CH3:54])([CH:56]([CH3:58])[CH3:57])[O:44][Si:45]([CH:49]([CH3:51])[CH3:50])([CH:46]([CH3:47])[CH3:48])[O:27][C@H:24]3[C@H:25]2[OH:26])=[CH:11]1)[C:2]1[CH:7]=[CH:6][CH:5]=[CH:4][CH:3]=1. The yield is 0.560. (3) No catalyst specified. The product is [CH2:13]([O:17][C:2]1[CH:12]=[CH:11][C:5]([C:6]([OH:8])=[O:7])=[CH:4][N:3]=1)[C:14]#[C:15][CH3:16]. The yield is 0.380. The reactants are Cl[C:2]1[CH:12]=[CH:11][C:5]([C:6]([O:8]CC)=[O:7])=[CH:4][N:3]=1.[CH2:13]([OH:17])[C:14]#[C:15][CH3:16].